Binary Classification. Given a T-cell receptor sequence (or CDR3 region) and an epitope sequence, predict whether binding occurs between them. From a dataset of TCR-epitope binding with 47,182 pairs between 192 epitopes and 23,139 TCRs. (1) The epitope is DATYQRTRALVR. The TCR CDR3 sequence is CSATRLAGGPTDTQYF. Result: 1 (the TCR binds to the epitope). (2) The epitope is LSDDAVVCFNSTY. The TCR CDR3 sequence is CASSQGQGSYEQYF. Result: 0 (the TCR does not bind to the epitope). (3) The epitope is LVLSVNPYV. The TCR CDR3 sequence is CASSSPSGPMVETQYF. Result: 1 (the TCR binds to the epitope). (4) The epitope is RQLLFVVEV. The TCR CDR3 sequence is CASSLEQSQETQYF. Result: 1 (the TCR binds to the epitope).